From a dataset of Full USPTO retrosynthesis dataset with 1.9M reactions from patents (1976-2016). Predict the reactants needed to synthesize the given product. (1) Given the product [C:39]([N:5]1[CH2:6][CH2:7][N:2]([C:8]2[N:13]=[CH:12][C:11]([NH:14][C:15]([C:17]3[N:18]=[C:19]([C:26]4[CH:31]=[CH:30][CH:29]=[CH:28][CH:27]=4)[O:20][C:21]=3[C:22]([F:24])([F:25])[F:23])=[O:16])=[CH:10][CH:9]=2)[CH2:3][CH2:4]1)(=[O:41])[CH3:40], predict the reactants needed to synthesize it. The reactants are: Cl.[N:2]1([C:8]2[N:13]=[CH:12][C:11]([NH:14][C:15]([C:17]3[N:18]=[C:19]([C:26]4[CH:31]=[CH:30][CH:29]=[CH:28][CH:27]=4)[O:20][C:21]=3[C:22]([F:25])([F:24])[F:23])=[O:16])=[CH:10][CH:9]=2)[CH2:7][CH2:6][NH:5][CH2:4][CH2:3]1.C(N(CC)CC)C.[C:39](Cl)(=[O:41])[CH3:40]. (2) The reactants are: [NH2:1][C:2]1[N:9]=[C:8]([NH2:10])[CH:7]=[CH:6][C:3]=1[C:4]#[N:5].[N-:11]=[N+:12]=[N-:13].[Na+].Cl.C(N(CC)CC)C. Given the product [NH3:1].[N:5]1[NH:11][N:12]=[N:13][C:4]=1[C:3]1[C:2]([NH2:1])=[N:9][C:8]([NH2:10])=[CH:7][CH:6]=1, predict the reactants needed to synthesize it.